Dataset: Forward reaction prediction with 1.9M reactions from USPTO patents (1976-2016). Task: Predict the product of the given reaction. (1) Given the reactants [CH:1]([C:3]1[N:8]=[CH:7][C:6]([C:9]#[N:10])=[C:5]([O:11][CH3:12])[CH:4]=1)=[CH2:2].[Br:13]N1C(=O)CCC1=O.[OH2:21], predict the reaction product. The product is: [Br:13][CH2:2][CH:1]([C:3]1[N:8]=[CH:7][C:6]([C:9]#[N:10])=[C:5]([O:11][CH3:12])[CH:4]=1)[OH:21]. (2) Given the reactants [OH-].[Na+].[CH3:3][O:4][CH2:5][CH2:6][O:7][CH2:8][CH2:9][O:10][CH2:11][CH2:12][OH:13].[S:14](Cl)([C:17]1[CH:23]=[CH:22][C:20]([CH3:21])=[CH:19][CH:18]=1)(=[O:16])=[O:15].Cl, predict the reaction product. The product is: [S:14]([C:17]1[CH:23]=[CH:22][C:20]([CH3:21])=[CH:19][CH:18]=1)([O:13][CH2:12][CH2:11][O:10][CH2:9][CH2:8][O:7][CH2:6][CH2:5][O:4][CH3:3])(=[O:16])=[O:15]. (3) Given the reactants [F:1][C:2]([F:39])([C:14]1[C:15]2[CH:36]=[CH:35][N:34](CO)[C:16]=2[N:17]=[C:18]([NH:20][C:21]2[CH:26]=[CH:25][C:24]([N:27]3[CH2:32][CH2:31][N:30]([CH3:33])[CH2:29][CH2:28]3)=[CH:23][CH:22]=2)[N:19]=1)[C:3]1[CH:4]=[C:5]([NH:9][C:10](=[O:13])[CH:11]=[CH2:12])[CH:6]=[CH:7][CH:8]=1.N, predict the reaction product. The product is: [F:39][C:2]([F:1])([C:14]1[C:15]2[CH:36]=[CH:35][NH:34][C:16]=2[N:17]=[C:18]([NH:20][C:21]2[CH:22]=[CH:23][C:24]([N:27]3[CH2:28][CH2:29][N:30]([CH3:33])[CH2:31][CH2:32]3)=[CH:25][CH:26]=2)[N:19]=1)[C:3]1[CH:4]=[C:5]([NH:9][C:10](=[O:13])[CH:11]=[CH2:12])[CH:6]=[CH:7][CH:8]=1. (4) Given the reactants [C:1]1(=[O:7])[CH2:5][CH2:4][C:3](=[O:6])[CH2:2]1.[C:8]([O-])(=O)C.N12CCCN=C1CC[CH2:15][CH2:14][CH2:13]2.[C:23]1(P(C2C=CC=CC=2)C2C=CC=CC=2)[CH:28]=CC=C[CH:24]=1, predict the reaction product. The product is: [CH2:15]([C:2]1([CH2:28][CH:23]=[CH2:24])[C:1](=[O:7])[CH2:5][CH2:4][CH2:8][C:3]1=[O:6])[CH:14]=[CH2:13]. (5) Given the reactants [C:1]([C:3]1[CH:8]=[CH:7][C:6]([C:9]2[CH:14]=[CH:13][C:12]([C:15](=[O:22])[CH2:16][CH2:17][C:18]([O:20]C)=[O:19])=[CH:11][CH:10]=2)=[CH:5][CH:4]=1)#[N:2].[OH-].[Na+], predict the reaction product. The product is: [C:1]([C:3]1[CH:4]=[CH:5][C:6]([C:9]2[CH:14]=[CH:13][C:12]([C:15](=[O:22])[CH2:16][CH2:17][C:18]([OH:20])=[O:19])=[CH:11][CH:10]=2)=[CH:7][CH:8]=1)#[N:2]. (6) Given the reactants [CH3:1][O:2][C:3]1[CH:4]=[C:5]([C:11]2[O:12][C:13]3[C:18]([C:19](=[O:21])[CH:20]=2)=[C:17]([O:22][CH3:23])[C:16](I)=[C:15]([O:25][CH3:26])[CH:14]=3)[CH:6]=[CH:7][C:8]=1[O:9][CH3:10].N1CCCCC1.[CH2:33]([O:45][CH2:46][C:47]1[CH:52]=[CH:51][CH:50]=[CH:49][CH:48]=1)[CH2:34][CH2:35][CH2:36][CH2:37][CH2:38][CH2:39][CH2:40][CH2:41][CH2:42][C:43]#[CH:44], predict the reaction product. The product is: [CH2:46]([O:45][CH2:33][CH2:34][CH2:35][CH2:36][CH2:37][CH2:38][CH2:39][CH2:40][CH2:41][CH2:42][C:43]#[C:44][C:16]1[C:17]([O:22][CH3:23])=[C:18]2[C:13](=[CH:14][C:15]=1[O:25][CH3:26])[O:12][C:11]([C:5]1[CH:6]=[CH:7][C:8]([O:9][CH3:10])=[C:3]([O:2][CH3:1])[CH:4]=1)=[CH:20][C:19]2=[O:21])[C:47]1[CH:52]=[CH:51][CH:50]=[CH:49][CH:48]=1. (7) Given the reactants [NH2:1][CH:2]1[CH2:6][CH2:5][CH:4]([OH:7])[CH2:3]1.[C:8]1([S:14]([N:17]2[C:21]3=[N:22][CH:23]=[C:24]([N+:27]([O-:29])=[O:28])[C:25](Cl)=[C:20]3[CH:19]=[CH:18]2)(=[O:16])=[O:15])[CH:13]=[CH:12][CH:11]=[CH:10][CH:9]=1.C(N(C(C)C)CC)(C)C, predict the reaction product. The product is: [C:8]1([S:14]([N:17]2[C:21]3=[N:22][CH:23]=[C:24]([N+:27]([O-:29])=[O:28])[C:25]([NH:1][CH:2]4[CH2:6][CH2:5][CH:4]([OH:7])[CH2:3]4)=[C:20]3[CH:19]=[CH:18]2)(=[O:15])=[O:16])[CH:9]=[CH:10][CH:11]=[CH:12][CH:13]=1. (8) Given the reactants [F:1][CH:2]([F:18])[C:3]1[C:4]2[CH:14]3[CH2:15][CH:13]3[C:12]([F:17])([F:16])[C:5]=2[N:6]([CH2:8][C:9](O)=[O:10])[N:7]=1.[F:19][C:20]1[CH:21]=[C:22]([CH2:27][C@@H:28]([C:30]2[C:35]([C:36]3[CH:45]=[CH:44][CH:43]=[C:42]4[C:37]=3[CH:38]=[CH:39][N:40]=[CH:41]4)=[CH:34][N:33]=[CH:32][N:31]=2)[NH2:29])[CH:23]=[C:24]([F:26])[CH:25]=1, predict the reaction product. The product is: [F:18][CH:2]([F:1])[C:3]1[C:4]2[CH:14]3[CH2:15][CH:13]3[C:12]([F:17])([F:16])[C:5]=2[N:6]([CH2:8][C:9]([NH:29][C@H:28]([C:30]2[C:35]([C:36]3[CH:45]=[CH:44][CH:43]=[C:42]4[C:37]=3[CH:38]=[CH:39][N:40]=[CH:41]4)=[CH:34][N:33]=[CH:32][N:31]=2)[CH2:27][C:22]2[CH:23]=[C:24]([F:26])[CH:25]=[C:20]([F:19])[CH:21]=2)=[O:10])[N:7]=1.